Dataset: Full USPTO retrosynthesis dataset with 1.9M reactions from patents (1976-2016). Task: Predict the reactants needed to synthesize the given product. (1) Given the product [C:11]1([C:9]2[N:10]=[C:6]([C:4]([OH:5])=[O:3])[S:7][CH:8]=2)[CH:12]=[CH:13][CH:14]=[CH:15][CH:16]=1, predict the reactants needed to synthesize it. The reactants are: C([O:3][C:4]([C:6]1[S:7][CH:8]=[C:9]([C:11]2[CH:16]=[CH:15][CH:14]=[CH:13][CH:12]=2)[N:10]=1)=[O:5])C. (2) Given the product [CH2:1]([N:8]([C@H:18]1[CH2:19][O:20][C@@H:21]2[C@@H:25]([C:36]#[N:38])[CH2:24][O:23][C@H:22]12)[C:9]([NH:11][CH:12]1[CH2:13][CH2:14][CH2:15][CH2:16][CH2:17]1)=[O:10])[C:2]1[CH:7]=[CH:6][CH:5]=[CH:4][CH:3]=1, predict the reactants needed to synthesize it. The reactants are: [CH2:1]([N:8]([C@@H:18]1[C@H:22]2[O:23][CH2:24][C@@H:25](OS(C(F)(F)F)(=O)=O)[C@H:21]2[O:20][CH2:19]1)[C:9]([NH:11][CH:12]1[CH2:17][CH2:16][CH2:15][CH2:14][CH2:13]1)=[O:10])[C:2]1[CH:7]=[CH:6][CH:5]=[CH:4][CH:3]=1.[Cl-].[NH4+].[C:36](#[N:38])C. (3) Given the product [CH2:1]([S:3][C:4]1[C:5]([C:10]([OH:13])=[O:17])=[N:6][CH:7]=[CH:8][CH:9]=1)[CH3:2], predict the reactants needed to synthesize it. The reactants are: [CH2:1]([S:3][C:4]1[C:5]([C:10]#N)=[N:6][CH:7]=[CH:8][CH:9]=1)[CH3:2].S(=O)(=O)(O)[OH:13].[OH-:17].[Na+]. (4) Given the product [C:24]([C@H:19]1[CH2:20][CH2:21][CH2:22][CH2:23][C@H:18]1[N:17]([CH2:28][C:29]1[CH:39]=[CH:38][C:32]([C:33]([NH:35][CH2:36][CH3:37])=[O:34])=[CH:31][CH:30]=1)[S:14]([C:11]1[CH:12]=[CH:13][C:8]([Cl:7])=[CH:9][CH:10]=1)(=[O:15])=[O:16])(=[O:25])[NH2:26], predict the reactants needed to synthesize it. The reactants are: C(=O)([O-])[O-].[Cs+].[Cs+].[Cl:7][C:8]1[CH:13]=[CH:12][C:11]([S:14]([NH:17][C@H:18]2[CH2:23][CH2:22][CH2:21][CH2:20][C@H:19]2[C:24]([NH2:26])=[O:25])(=[O:16])=[O:15])=[CH:10][CH:9]=1.Cl[CH2:28][C:29]1[CH:39]=[CH:38][C:32]([C:33]([NH:35][CH2:36][CH3:37])=[O:34])=[CH:31][CH:30]=1.[I-].[K+]. (5) Given the product [C:17]1([O:39][CH3:23])[CH:18]=[CH:19][CH:20]=[CH:21][CH:22]=1.[C:23]1([OH:40])[CH:24]=[CH:25][CH:26]=[CH:27][CH:28]=1, predict the reactants needed to synthesize it. The reactants are: C[C@H](NC(OCC1[C:22]2[C:17](=[CH:18][CH:19]=[CH:20][CH:21]=2)[C:22]2[C:17]1=[CH:18][CH:19]=[CH:20][CH:21]=2)=O)C=O.[C:23]([OH:40])(=[O:39])[CH2:24][CH2:25][CH2:26][CH2:27][CH2:28]CCCCCCCCCC.CN(C(ON1N=NC2C=CC=CC1=2)=[N+](C)C)C.F[P-](F)(F)(F)(F)F. (6) Given the product [CH2:1]([O:3][CH:4]1[CH2:5][CH2:6][CH:7]([C:10]2[CH:15]=[CH:14][C:13]([CH:16]3[CH2:21][CH2:20][CH:19]([CH:22]4[CH2:31][CH2:30][C:25](=[O:26])[CH2:24][CH2:23]4)[CH2:18][CH2:17]3)=[C:12]([F:32])[CH:11]=2)[CH2:8][CH2:9]1)[CH3:2], predict the reactants needed to synthesize it. The reactants are: [CH2:1]([O:3][CH:4]1[CH2:9][CH2:8][CH:7]([C:10]2[CH:15]=[CH:14][C:13]([CH:16]3[CH2:21][CH2:20][CH:19]([CH:22]4[CH2:31][CH2:30][C:25]5(OCC[O:26]5)[CH2:24][CH2:23]4)[CH2:18][CH2:17]3)=[C:12]([F:32])[CH:11]=2)[CH2:6][CH2:5]1)[CH3:2].C(O)=O.O. (7) Given the product [F:19][C:20]1[CH:21]=[C:22]([CH2:27][C:28]([NH:1][N:2]2[N:11]=[C:10]([C:12]3[CH:13]=[CH:14][CH:15]=[CH:16][CH:17]=3)[C:9]3[CH2:8][CH2:7][CH2:6][CH2:5][C:4]=3[C:3]2=[O:18])=[O:29])[CH:23]=[C:24]([F:26])[CH:25]=1, predict the reactants needed to synthesize it. The reactants are: [NH2:1][N:2]1[N:11]=[C:10]([C:12]2[CH:17]=[CH:16][CH:15]=[CH:14][CH:13]=2)[C:9]2[CH2:8][CH2:7][CH2:6][CH2:5][C:4]=2[C:3]1=[O:18].[F:19][C:20]1[CH:21]=[C:22]([CH2:27][C:28](O)=[O:29])[CH:23]=[C:24]([F:26])[CH:25]=1. (8) Given the product [CH3:1][O:2][C:3](=[O:17])[C:4]1[CH:9]=[CH:8][C:7]([C:10]2[O:16][C:14]([CH3:15])=[N:13][N:12]=2)=[CH:6][CH:5]=1, predict the reactants needed to synthesize it. The reactants are: [CH3:1][O:2][C:3](=[O:17])[C:4]1[CH:9]=[CH:8][C:7]([C:10]([NH:12][NH:13][C:14](=[O:16])[CH3:15])=O)=[CH:6][CH:5]=1. (9) Given the product [I:19][C:2]1[CH:10]=[CH:9][C:5]([C:6]([OH:8])=[O:7])=[CH:4][C:3]=1[N+:11]([O-:13])=[O:12], predict the reactants needed to synthesize it. The reactants are: N[C:2]1[CH:10]=[CH:9][C:5]([C:6]([OH:8])=[O:7])=[CH:4][C:3]=1[N+:11]([O-:13])=[O:12].Cl.N([O-])=O.[Na+].[I-:19].[K+].